Dataset: Catalyst prediction with 721,799 reactions and 888 catalyst types from USPTO. Task: Predict which catalyst facilitates the given reaction. (1) Reactant: [CH2:1]([O:3][C:4]1[C:13]([O:14][CH3:15])=[CH:12][C:11]2[C:10]([C:16]3[CH:24]=[CH:23][C:19]([C:20](O)=[O:21])=[CH:18][CH:17]=3)=[N:9][C@@H:8]3[CH2:25][CH2:26][S:27][CH2:28][C@@H:7]3[C:6]=2[CH:5]=1)[CH3:2].Cl.[CH3:30][C:31]1[N:32]=[C:33]([CH2:36][N:37]2[C:42]3[CH:43]=[C:44]([C:46]4[CH:51]=[CH:50][CH:49]=[CH:48][CH:47]=4)[S:45][C:41]=3[C:40](=[O:52])[N:39]([CH:53]3[CH2:58][CH2:57][NH:56][CH2:55][CH2:54]3)[C:38]2=[O:59])[S:34][CH:35]=1.CN(C(ON1N=NC2C=CC=CC1=2)=[N+](C)C)C.F[P-](F)(F)(F)(F)F.CCN(C(C)C)C(C)C. Product: [CH2:1]([O:3][C:4]1[C:13]([O:14][CH3:15])=[CH:12][C:11]2[C:10]([C:16]3[CH:17]=[CH:18][C:19]([C:20]([N:56]4[CH2:57][CH2:58][CH:53]([N:39]5[C:40](=[O:52])[C:41]6[S:45][C:44]([C:46]7[CH:47]=[CH:48][CH:49]=[CH:50][CH:51]=7)=[CH:43][C:42]=6[N:37]([CH2:36][C:33]6[S:34][CH:35]=[C:31]([CH3:30])[N:32]=6)[C:38]5=[O:59])[CH2:54][CH2:55]4)=[O:21])=[CH:23][CH:24]=3)=[N:9][C@@H:8]3[CH2:25][CH2:26][S:27][CH2:28][C@@H:7]3[C:6]=2[CH:5]=1)[CH3:2]. The catalyst class is: 2. (2) Reactant: Cl[C:2]1[N:7]=[CH:6][C:5]([C:8]2[O:12][CH2:11][C:10]3([CH2:17][CH2:16][CH2:15][CH2:14][CH2:13]3)[N:9]=2)=[CH:4][CH:3]=1.C([O-])(C)(C)C.[K+].[CH3:24][CH:25]1[CH2:29][CH2:28][CH2:27][N:26]1[CH2:30][CH2:31][CH2:32][OH:33].C(OCC)(=O)C. Product: [CH3:24][CH:25]1[CH2:29][CH2:28][CH2:27][N:26]1[CH2:30][CH2:31][CH2:32][O:33][C:2]1[N:7]=[CH:6][C:5]([C:8]2[O:12][CH2:11][C:10]3([CH2:17][CH2:16][CH2:15][CH2:14][CH2:13]3)[N:9]=2)=[CH:4][CH:3]=1. The catalyst class is: 7. (3) Reactant: N[C:2]1[CH:13]=[CH:12][C:5]2[CH2:6][CH2:7][CH2:8][CH2:9][C:10](=[O:11])[C:4]=2[CH:3]=1.N([O-])=[O:15].[Na+].S([O-])([O-])=O.[Na+].[Na+].C1(C)C=CC=CC=1. Product: [OH:15][C:2]1[CH:13]=[CH:12][C:5]2[CH2:6][CH2:7][CH2:8][CH2:9][C:10](=[O:11])[C:4]=2[CH:3]=1. The catalyst class is: 65. (4) Reactant: [CH3:1]/[CH:2]=[C:3]1\[C@H:4]2[CH:11]=[C:10]([CH3:12])[CH2:9][C@@:8]\1([NH2:13])[C:7]1[CH:14]=[CH:15][C:16]([NH:18][C:6]=1[CH2:5]2)=[O:17].C=O.[CH2:21]1COCC1. Product: [CH3:21][NH:13][C@@:8]12[C:7]3[CH:14]=[CH:15][C:16](=[O:17])[NH:18][C:6]=3[CH2:5][C@@H:4](/[C:3]/1=[CH:2]\[CH3:1])[CH:11]=[C:10]([CH3:12])[CH2:9]2. The catalyst class is: 32. (5) Reactant: [C:1](Cl)(=[O:5])[CH2:2][CH2:3][CH3:4].[CH3:7][O:8][C:9]1[C:14]([NH2:15])=[CH:13][C:12]([CH3:16])=[C:11]([C:17]2[CH:22]=[CH:21][C:20]([O:23][C:24]([F:27])([F:26])[F:25])=[CH:19][C:18]=2[O:28][CH3:29])[N:10]=1.C(N(C(C)C)CC)(C)C.CCOC(C)=O. Product: [CH3:7][O:8][C:9]1[C:14]([NH:15][C:1](=[O:5])[CH2:2][CH2:3][CH3:4])=[CH:13][C:12]([CH3:16])=[C:11]([C:17]2[CH:22]=[CH:21][C:20]([O:23][C:24]([F:26])([F:27])[F:25])=[CH:19][C:18]=2[O:28][CH3:29])[N:10]=1. The catalyst class is: 2. (6) Reactant: CC1(C)C[CH:10]([NH2:12])[C:9]2[C:4](=[CH:5][CH:6]=[CH:7]C=2)[O:3]1.[CH3:14][O:15][C:16]1[CH:17]=[C:18]2[C:22](=[CH:23][CH:24]=1)[NH:21][C:20]([CH3:25])=[C:19]2[CH2:26][C:27]([OH:29])=O.CCN=C=NCCCN(C)C.[ClH:41].[CH:42]1[CH:43]=[CH:44][C:45]2N(O)N=N[C:46]=2[CH:47]=1.C(N(CC)CC)C. Product: [Cl:41][C:42]1[CH:47]=[C:46]2[C:45](=[CH:44][CH:43]=1)[O:3][C:4]1([CH2:5][CH2:6][CH2:7]1)[CH2:9][CH:10]2[NH:12][C:27](=[O:29])[CH2:26][C:19]1[C:18]2[C:22](=[CH:23][CH:24]=[C:16]([O:15][CH3:14])[CH:17]=2)[NH:21][C:20]=1[CH3:25]. The catalyst class is: 4. (7) Reactant: [Cl:1][C:2]1[CH:7]=[C:6]([C:8]2[O:9][C:10]([CH3:13])=[CH:11][CH:12]=2)[CH:5]=[CH:4][C:3]=1[S:14]([NH:17][C:18]1[CH:19]=[C:20]([NH:26][C:27](=[O:39])[C@H:28]([N:30](C)[C:31](=O)OC(C)(C)C)[CH3:29])[CH:21]=[CH:22][C:23]=1[O:24][CH3:25])(=[O:16])=[O:15].Cl.C(OCC)C. Product: [ClH:1].[Cl:1][C:2]1[CH:7]=[C:6]([C:8]2[O:9][C:10]([CH3:13])=[CH:11][CH:12]=2)[CH:5]=[CH:4][C:3]=1[S:14]([NH:17][C:18]1[CH:19]=[C:20]([NH:26][C:27](=[O:39])[C@@H:28]([CH3:29])[NH:30][CH3:31])[CH:21]=[CH:22][C:23]=1[O:24][CH3:25])(=[O:15])=[O:16]. The catalyst class is: 12. (8) The catalyst class is: 6. Reactant: [Br:1][C:2]1[C:6]([N+:7]([O-:9])=[O:8])=[C:5](Br)[N:4]([CH3:11])[N:3]=1.[CH2:12]([NH2:19])[C:13]1[CH:18]=[CH:17][CH:16]=[CH:15][CH:14]=1. Product: [CH2:12]([NH:19][C:5]1[N:4]([CH3:11])[N:3]=[C:2]([Br:1])[C:6]=1[N+:7]([O-:9])=[O:8])[C:13]1[CH:18]=[CH:17][CH:16]=[CH:15][CH:14]=1. (9) Reactant: [C:1]([NH:8][C@H:9]([C:12]([OH:14])=O)[CH2:10][OH:11])([O:3][C:4]([CH3:7])([CH3:6])[CH3:5])=[O:2].C[C@@H](O)[C@@H]1NC(=O)[C@H](CCN)NC(=O)[C@H](CCN)NC(=O)[C@H](CC(C)C)NC(=O)[C@@H](CC2C=CC=CC=2)NC(=O)[C@H](CCN)NC(=O)[C@@H](NC([C@@H](N)CCN)=O)CCNC1=O.OS(O)(=O)=O.CN(C(ON1N=NC2C=CC=NC1=2)=[N+](C)C)C.F[P-](F)(F)(F)(F)F.C(N(CC)C(C)C)(C)C.[CH3:114][C:115]([CH3:135])=[CH:116][CH2:117][CH2:118]/[C:119](/[CH3:134])=[CH:120]/[CH2:121][CH2:122]/[C:123](/[CH3:133])=[CH:124]/[CH2:125][S:126][CH2:127][C@H:128]([NH2:132])[C:129]([OH:131])=[O:130]. Product: [OH:11][CH2:10][C@@H:9]([C:12](=[O:14])[NH:132][C@H:128]([C:129]([OH:131])=[O:130])[CH2:127][S:126][CH2:125]/[CH:124]=[C:123](\[CH3:133])/[CH2:122][CH2:121]/[CH:120]=[C:119](\[CH3:134])/[CH2:118][CH2:117][CH:116]=[C:115]([CH3:135])[CH3:114])[NH:8][C:1](=[O:2])[O:3][C:4]([CH3:5])([CH3:6])[CH3:7]. The catalyst class is: 2.